This data is from Peptide-MHC class II binding affinity with 134,281 pairs from IEDB. The task is: Regression. Given a peptide amino acid sequence and an MHC pseudo amino acid sequence, predict their binding affinity value. This is MHC class II binding data. (1) The peptide sequence is LLKLTVAVGLHFHEM. The MHC is DRB3_0301 with pseudo-sequence DRB3_0301. The binding affinity (normalized) is 0.666. (2) The peptide sequence is GKKEEKKEEKKESGD. The MHC is HLA-DPA10103-DPB10201 with pseudo-sequence HLA-DPA10103-DPB10201. The binding affinity (normalized) is 0.154. (3) The peptide sequence is WKTWGKNLVFSPGRK. The MHC is DRB3_0101 with pseudo-sequence DRB3_0101. The binding affinity (normalized) is 0.336. (4) The peptide sequence is IASLFAAAGLAAAAP. The MHC is HLA-DPA10201-DPB11401 with pseudo-sequence HLA-DPA10201-DPB11401. The binding affinity (normalized) is 0.496. (5) The peptide sequence is GLHFHEMNNGGDAMY. The MHC is DRB3_0202 with pseudo-sequence DRB3_0202. The binding affinity (normalized) is 0. (6) The peptide sequence is SGREVIDAMCHATLT. The MHC is DRB1_0901 with pseudo-sequence DRB1_0901. The binding affinity (normalized) is 0.590. (7) The peptide sequence is APEVEYTVFETALKK. The MHC is HLA-DPA10201-DPB10101 with pseudo-sequence HLA-DPA10201-DPB10101. The binding affinity (normalized) is 0.867.